Dataset: Full USPTO retrosynthesis dataset with 1.9M reactions from patents (1976-2016). Task: Predict the reactants needed to synthesize the given product. (1) Given the product [F:1][C:2]1[C:3]([N:11]2[CH2:12][C:13]3[C:18](=[CH:17][CH:16]=[CH:15][CH:14]=3)[C:10]2=[O:19])=[N:4][CH:5]=[CH:6][C:7]=1[I:8], predict the reactants needed to synthesize it. The reactants are: [F:1][C:2]1[C:3](I)=[N:4][CH:5]=[CH:6][C:7]=1[I:8].[C:10]1(=[O:19])[C:18]2[C:13](=[CH:14][CH:15]=[CH:16][CH:17]=2)[CH2:12][NH:11]1.C(=O)([O-])[O-].[K+].[K+].CNCCNC. (2) Given the product [C@@H:19]12[CH2:24][C@@H:23]1[CH2:22][N:21]([CH2:25][C:26]#[C:27][CH2:28][O:8][C:7](=[O:9])[C:6]([C:10]1[CH:15]=[CH:14][C:13]([O:16][CH3:17])=[CH:12][CH:11]=1)([CH:1]1[CH2:5][CH2:4][CH2:3][CH2:2]1)[OH:18])[CH2:20]2, predict the reactants needed to synthesize it. The reactants are: [CH:1]1([C:6]([OH:18])([C:10]2[CH:15]=[CH:14][C:13]([O:16][CH3:17])=[CH:12][CH:11]=2)[C:7]([OH:9])=[O:8])[CH2:5][CH2:4][CH2:3][CH2:2]1.[CH:19]12[CH2:24][CH:23]1[CH2:22][N:21]([CH2:25][C:26]#[C:27][CH2:28]O)[CH2:20]2.